Dataset: Forward reaction prediction with 1.9M reactions from USPTO patents (1976-2016). Task: Predict the product of the given reaction. (1) Given the reactants [Br:1][C:2]1[CH:11]=[CH:10][C:5]2[N:6]=[C:7]([NH2:9])[S:8][C:4]=2[CH:3]=1.[F:12][C:13]1[CH:14]=[C:15]([CH:19]=[CH:20][CH:21]=1)[C:16](Cl)=[O:17].CCN(CC)CC.C([O-])(O)=O.[Na+], predict the reaction product. The product is: [Br:1][C:2]1[CH:11]=[CH:10][C:5]2[N:6]=[C:7]([NH:9][C:16](=[O:17])[C:15]3[CH:19]=[CH:20][CH:21]=[C:13]([F:12])[CH:14]=3)[S:8][C:4]=2[CH:3]=1. (2) Given the reactants [CH:1]12[CH2:10][C:5]3([C:11]([O:13]C)=[O:12])[CH2:6][CH:7]([CH2:9][CH:3]([CH2:4]3)[N:2]1[C:15]([O:17][C:18]([CH3:21])([CH3:20])[CH3:19])=[O:16])[CH2:8]2.C1COCC1.O.[Li+].[OH-], predict the reaction product. The product is: [C:18]([O:17][C:15]([N:2]1[CH:3]2[CH2:9][CH:7]3[CH2:6][C:5]([C:11]([OH:13])=[O:12])([CH2:10][CH:1]1[CH2:8]3)[CH2:4]2)=[O:16])([CH3:21])([CH3:19])[CH3:20].